This data is from Forward reaction prediction with 1.9M reactions from USPTO patents (1976-2016). The task is: Predict the product of the given reaction. (1) Given the reactants [CH3:1][O:2][C:3]([O:6][CH3:7])([CH3:5])[CH3:4].[OH2:8].[O-2:9].[O-2].[O-2].O=[Si]=O.O=[Si]=O.O=[Si]=O.O=[Si]=O.[Al+3].[Al+3].C[C:27]([CH3:29])=[O:28], predict the reaction product. The product is: [CH3:4][C:3]1([CH3:5])[O:6][C@@H:7]([CH2:29][C:27]([OH:8])=[O:28])[C:1](=[O:9])[O:2]1. (2) Given the reactants [C:1]([O:5][C:6]([N:8]1[CH2:13][CH2:12][N:11]2[C:14]([CH2:17][CH3:18])=[N:15][CH:16]=[C:10]2[CH:9]1[CH2:19][CH2:20][C:21]1[CH:26]=[C:25]([F:27])[C:24]([Cl:28])=[C:23]([F:29])[CH:22]=1)=[O:7])([CH3:4])([CH3:3])[CH3:2].[Cl:30]N1C(=O)CCC1=O, predict the reaction product. The product is: [C:1]([O:5][C:6]([N:8]1[CH2:13][CH2:12][N:11]2[C:14]([CH2:17][CH3:18])=[N:15][C:16]([Cl:30])=[C:10]2[CH:9]1[CH2:19][CH2:20][C:21]1[CH:22]=[C:23]([F:29])[C:24]([Cl:28])=[C:25]([F:27])[CH:26]=1)=[O:7])([CH3:2])([CH3:3])[CH3:4]. (3) Given the reactants C([O:3][C:4]([C:6]1[C:10]([CH3:11])=[CH:9][NH:8][C:7]=1[CH2:12][CH2:13][NH:14][CH2:15][CH2:16][N:17]1[CH2:21][CH2:20][CH2:19][CH2:18]1)=O)C.C[Al](C)C.Cl.[OH-].[Na+], predict the reaction product. The product is: [CH3:11][C:10]1[C:6]2[C:4](=[O:3])[N:14]([CH2:15][CH2:16][N:17]3[CH2:21][CH2:20][CH2:19][CH2:18]3)[CH2:13][CH2:12][C:7]=2[NH:8][CH:9]=1. (4) Given the reactants [CH3:1][N:2]1[C:6]([CH3:7])=[C:5]([CH2:8][N:9]2[CH2:14][CH2:13][N:12]([C:15]3[C:20]([C:21]4[CH:28]=[CH:27][C:24]([CH2:25][NH2:26])=[CH:23][CH:22]=4)=[N:19][CH:18]=[CH:17][N:16]=3)[CH2:11][CH2:10]2)[CH:4]=[N:3]1.[N:29]([CH2:32][CH3:33])=[C:30]=[O:31], predict the reaction product. The product is: [CH3:1][N:2]1[C:6]([CH3:7])=[C:5]([CH2:8][N:9]2[CH2:10][CH2:11][N:12]([C:15]3[C:20]([C:21]4[CH:22]=[CH:23][C:24]([CH2:25][NH:26][C:30]([NH:29][CH2:32][CH3:33])=[O:31])=[CH:27][CH:28]=4)=[N:19][CH:18]=[CH:17][N:16]=3)[CH2:13][CH2:14]2)[CH:4]=[N:3]1. (5) Given the reactants ClC1N=C(N2CCOCC2)C2SC([C:11]3[CH:12]=[C:13]([CH:17]=[CH:18][CH:19]=3)[C:14](O)=[O:15])=CC=2N=1.C[N:27](C)CCN, predict the reaction product. The product is: [C:14]([NH2:27])(=[O:15])[C:13]1[CH:17]=[CH:18][CH:19]=[CH:11][CH:12]=1. (6) Given the reactants Br[C:2]1[C:11]2[N:10]=[C:9]([C:12]([F:15])([F:14])[F:13])[C:8](=[O:16])[NH:7][C:6]=2[N:5]=[C:4]([S:17][CH2:18][C:19]2[CH:24]=[CH:23][CH:22]=[C:21]([F:25])[C:20]=2[F:26])[N:3]=1, predict the reaction product. The product is: [F:26][C:20]1[C:21]([F:25])=[CH:22][CH:23]=[CH:24][C:19]=1[CH2:18][S:17][C:4]1[N:3]=[C:2]([NH:10][C@H:9]([CH3:12])[CH2:8][OH:16])[C:11]2[N:10]=[C:9]([C:12]([F:14])([F:15])[F:13])[C:8](=[O:16])[NH:7][C:6]=2[N:5]=1. (7) Given the reactants [CH3:1][O:2][C:3](=[O:15])[CH2:4][C:5]1[C:13]2[C:8](=[N:9][CH:10]=[CH:11][CH:12]=2)[NH:7][C:6]=1[CH3:14].CCN(P1(N(C)CCCN1C)=NC(C)(C)C)CC.[CH3:34][S:35]([C:38]1[CH:45]=[CH:44][C:41]([CH2:42]Br)=[CH:40][CH:39]=1)(=[O:37])=[O:36], predict the reaction product. The product is: [CH3:1][O:2][C:3](=[O:15])[CH2:4][C:5]1[C:13]2[C:8](=[N:9][CH:10]=[CH:11][CH:12]=2)[N:7]([CH2:42][C:41]2[CH:40]=[CH:39][C:38]([S:35]([CH3:34])(=[O:37])=[O:36])=[CH:45][CH:44]=2)[C:6]=1[CH3:14]. (8) Given the reactants [OH-].[Na+].[CH2:3]([O:7][CH2:8][CH2:9][O:10][C:11]1[CH:16]=[CH:15][C:14]([C:17]2[CH:18]=[CH:19][C:20]3[NH:27][CH2:26][CH2:25][CH2:24][C:23]([C:28]([O:30][CH3:31])=[O:29])=[CH:22][C:21]=3[CH:32]=2)=[CH:13][CH:12]=1)[CH2:4][CH2:5][CH3:6].Br[CH2:34][C:35]([CH3:37])=[CH2:36].[I-].[Na+], predict the reaction product. The product is: [CH2:3]([O:7][CH2:8][CH2:9][O:10][C:11]1[CH:12]=[CH:13][C:14]([C:17]2[CH:18]=[CH:19][C:20]3[N:27]([CH2:36][C:35]([CH3:37])=[CH2:34])[CH2:26][CH2:25][CH2:24][C:23]([C:28]([O:30][CH3:31])=[O:29])=[CH:22][C:21]=3[CH:32]=2)=[CH:15][CH:16]=1)[CH2:4][CH2:5][CH3:6].